From a dataset of Full USPTO retrosynthesis dataset with 1.9M reactions from patents (1976-2016). Predict the reactants needed to synthesize the given product. (1) Given the product [F:1][C:2]1[CH:15]=[CH:14][C:5]([O:6][CH2:7][C:8]([O:10][CH:11]([CH3:12])[CH3:13])=[O:9])=[C:4]([CH3:16])[C:3]=1[NH:17][CH2:18][C:19]1[CH:24]=[C:23]([OH:25])[CH:22]=[C:21]([C:27]2[CH:32]=[CH:31][CH:30]=[C:29]([F:33])[CH:28]=2)[CH:20]=1, predict the reactants needed to synthesize it. The reactants are: [F:1][C:2]1[CH:15]=[CH:14][C:5]([O:6][CH2:7][C:8]([O:10][CH:11]([CH3:13])[CH3:12])=[O:9])=[C:4]([CH3:16])[C:3]=1[NH:17][CH2:18][C:19]1[CH:24]=[C:23]([O:25]C)[CH:22]=[C:21]([C:27]2[CH:32]=[CH:31][CH:30]=[C:29]([F:33])[CH:28]=2)[CH:20]=1.[Al+3].[Cl-].[Cl-].[Cl-].C(S)C. (2) Given the product [Cl:27][C:28]1[C:29]([C:35]2[CH:40]=[CH:39][CH:38]=[C:37]([NH:41][CH2:42][CH:43]3[CH2:48][CH2:47][O:46][CH2:45][CH2:44]3)[N:36]=2)=[CH:30][C:31]([NH:34][C:16]([CH:10]2[CH2:11][CH2:12][C:13]([CH3:14])([CH3:15])[N:8]([CH2:1][C:2]3[CH:3]=[CH:4][CH:5]=[CH:6][CH:7]=3)[CH2:9]2)=[O:18])=[N:32][CH:33]=1, predict the reactants needed to synthesize it. The reactants are: [CH2:1]([N:8]1[C:13]([CH3:15])([CH3:14])[CH2:12][CH2:11][CH:10]([C:16]([OH:18])=O)[CH2:9]1)[C:2]1[CH:7]=[CH:6][CH:5]=[CH:4][CH:3]=1.ClC(N(C)C)=C(C)C.[Cl:27][C:28]1[C:29]([C:35]2[CH:40]=[CH:39][CH:38]=[C:37]([NH:41][CH2:42][CH:43]3[CH2:48][CH2:47][O:46][CH2:45][CH2:44]3)[N:36]=2)=[CH:30][C:31]([NH2:34])=[N:32][CH:33]=1.N1C=CC=CC=1. (3) Given the product [CH3:1][C:2]([C:6]1[CH:10]=[CH:9][S:8][CH:7]=1)([CH3:5])[CH2:3][NH2:4], predict the reactants needed to synthesize it. The reactants are: [CH3:1][C:2]([C:6]1[CH:10]=[CH:9][S:8][CH:7]=1)([CH3:5])[C:3]#[N:4].[Li]. (4) Given the product [OH:29][CH:11]1[C:10]2[CH:9]=[CH:8][C:5]3[N:6]([CH3:7])[C:2]([CH3:1])=[N:3][C:4]=3[C:15]=2[O:14][CH:13]([C:16]2[CH:21]=[CH:20][CH:19]=[CH:18][CH:17]=2)[CH:12]1[O:22][C:23](=[O:28])[C:24]([CH3:26])([CH3:25])[CH3:27], predict the reactants needed to synthesize it. The reactants are: [CH3:1][C:2]1[N:6]([CH3:7])[C:5]2[CH:8]=[CH:9][C:10]3[C:11](=[O:29])[C@H:12]([O:22][C:23](=[O:28])[C:24]([CH3:27])([CH3:26])[CH3:25])[C@@H:13]([C:16]4[CH:21]=[CH:20][CH:19]=[CH:18][CH:17]=4)[O:14][C:15]=3[C:4]=2[N:3]=1.[BH4-].[Na+]. (5) Given the product [C:1]([O:5][C:6]([NH:8][CH2:9][CH2:10][C:11]1[NH:35][C:23]([C:25]2[CH:30]=[CH:29][N:28]=[CH:27][CH:26]=2)=[CH:22][C:12]=1[C:13]([O:15][CH2:16][CH3:17])=[O:14])=[O:7])([CH3:4])([CH3:3])[CH3:2], predict the reactants needed to synthesize it. The reactants are: [C:1]([O:5][C:6]([NH:8][CH2:9][CH2:10][C:11](=O)[CH2:12][C:13]([O:15][CH2:16][CH3:17])=[O:14])=[O:7])([CH3:4])([CH3:3])[CH3:2].[H-].[Na+].Br[CH2:22][C:23]([C:25]1[CH:30]=[CH:29][N:28]=[CH:27][CH:26]=1)=O.C([O-])(=O)C.[NH4+:35]. (6) Given the product [NH2:11][C:9](=[O:10])[C:8]([C:6]1[N:7]=[C:2]([NH:14][C:15]2[S:16][C:17]([C:23]3[C:24]([F:34])=[CH:25][C:26]([C:30]([OH:33])([CH3:31])[CH3:32])=[CH:27][C:28]=3[F:29])=[CH:18][C:19]=2[C:20]([NH2:22])=[O:21])[CH:3]=[CH:4][CH:5]=1)([CH3:13])[CH3:12], predict the reactants needed to synthesize it. The reactants are: Br[C:2]1[N:7]=[C:6]([C:8]([CH3:13])([CH3:12])[C:9]([NH2:11])=[O:10])[CH:5]=[CH:4][CH:3]=1.[NH2:14][C:15]1[S:16][C:17]([C:23]2[C:28]([F:29])=[CH:27][C:26]([C:30]([OH:33])([CH3:32])[CH3:31])=[CH:25][C:24]=2[F:34])=[CH:18][C:19]=1[C:20]([NH2:22])=[O:21]. (7) Given the product [F:26][C:21]1[CH:20]=[C:19]([CH2:18][O:17][C:5]2[CH:4]=[CH:3][C:2]([C:30]3[CH:31]=[CH:32][N:27]=[CH:28][CH:29]=3)=[CH:16][C:6]=2[C:7]([NH:9][C:10]2[CH:15]=[CH:14][N:13]=[N:12][CH:11]=2)=[O:8])[CH:24]=[CH:23][C:22]=1[F:25], predict the reactants needed to synthesize it. The reactants are: Br[C:2]1[CH:3]=[CH:4][C:5]([O:17][CH2:18][C:19]2[CH:24]=[CH:23][C:22]([F:25])=[C:21]([F:26])[CH:20]=2)=[C:6]([CH:16]=1)[C:7]([NH:9][C:10]1[CH:15]=[CH:14][N:13]=[N:12][CH:11]=1)=[O:8].[N:27]1[CH:32]=[CH:31][C:30](B(O)O)=[CH:29][CH:28]=1.